This data is from Full USPTO retrosynthesis dataset with 1.9M reactions from patents (1976-2016). The task is: Predict the reactants needed to synthesize the given product. (1) Given the product [CH3:25][CH:24]1[CH2:23][CH2:22][N:1]([CH:4]2[CH2:9][CH2:8][N:7]([C:10]([O:12][CH2:13][C:14]3[CH:19]=[CH:18][CH:17]=[CH:16][CH:15]=3)=[O:11])[CH2:6][CH2:5]2)[C:2](=[O:3])[NH:26]1, predict the reactants needed to synthesize it. The reactants are: [N:1]([CH:4]1[CH2:9][CH2:8][N:7]([C:10]([O:12][CH2:13][C:14]2[CH:19]=[CH:18][CH:17]=[CH:16][CH:15]=2)=[O:11])[CH2:6][CH2:5]1)=[C:2]=[O:3].Br.Br[CH2:22][CH2:23][CH:24]([NH2:26])[CH3:25].C(N(CC)CC)C.CC(C)([O-])C.[K+]. (2) Given the product [CH2:21]([CH2:15][C:8]([O:7][C:6]1[CH:5]=[CH:4][C:3]([CH:1]=[O:2])=[CH:17][CH:16]=1)([CH3:14])[C:9]([OH:11])=[O:10])[CH3:22], predict the reactants needed to synthesize it. The reactants are: [CH:1]([C:3]1[CH:17]=[CH:16][C:6]([O:7][C:8]([CH3:15])([CH3:14])[C:9]([O:11]CC)=[O:10])=[CH:5][CH:4]=1)=[O:2].[OH-].[Na+].O1CCO[CH2:22][CH2:21]1.